Dataset: Full USPTO retrosynthesis dataset with 1.9M reactions from patents (1976-2016). Task: Predict the reactants needed to synthesize the given product. (1) The reactants are: [OH:1][N:2]=[C:3]([NH2:27])[C:4]1[CH:9]=[CH:8][CH:7]=[C:6]([N:10]2[CH2:19][C@H:18]3[N:14]([CH2:15][CH2:16][CH2:17]3)[C:13]3[N:20]=[C:21]([S:24][CH3:25])[N:22]=[CH:23][C:12]=3[C:11]2=[O:26])[CH:5]=1.C(N(CC)CC)C.[F:35][C:36]([F:41])([F:40])[C:37](O)=O. Given the product [CH3:25][S:24][C:21]1[N:22]=[CH:23][C:12]2[C:11](=[O:26])[N:10]([C:6]3[CH:7]=[CH:8][CH:9]=[C:4]([C:3]4[N:27]=[C:37]([C:36]([F:41])([F:40])[F:35])[O:1][N:2]=4)[CH:5]=3)[CH2:19][C@H:18]3[N:14]([CH2:15][CH2:16][CH2:17]3)[C:13]=2[N:20]=1, predict the reactants needed to synthesize it. (2) Given the product [NH2:15][C:9]([C:5]1[CH:6]=[CH:7][CH:8]=[C:3]([Br:2])[CH:4]=1)([CH3:14])[CH2:10][C@@H:11]([OH:13])[CH3:12], predict the reactants needed to synthesize it. The reactants are: Cl.[Br:2][C:3]1[CH:4]=[C:5]([C@:9]([NH:15][S@@](C(C)(C)C)=O)([CH3:14])[CH2:10][CH:11]([OH:13])[CH3:12])[CH:6]=[CH:7][CH:8]=1. (3) Given the product [O:11]1[CH:12]=[CH:13][CH:14]=[C:10]1[CH2:9][N:8]([CH2:15][C:16]1[CH:21]=[CH:20][C:19]([S:22][C:23]([CH3:32])([CH3:31])[C:24]([O:26][C:27]([CH3:30])([CH3:29])[CH3:28])=[O:25])=[CH:18][CH:17]=1)[C:4]1[CH:3]=[C:2]([CH2:34][C:35]2[CH:42]=[CH:41][C:38]([CH3:39])=[CH:37][CH:36]=2)[N:7]=[CH:6][N:5]=1, predict the reactants needed to synthesize it. The reactants are: Cl[C:2]1[N:7]=[CH:6][N:5]=[C:4]([N:8]([CH2:15][C:16]2[CH:21]=[CH:20][C:19]([S:22][C:23]([CH3:32])([CH3:31])[C:24]([O:26][C:27]([CH3:30])([CH3:29])[CH3:28])=[O:25])=[CH:18][CH:17]=2)[CH2:9][C:10]2[O:11][CH:12]=[CH:13][CH:14]=2)[CH:3]=1.[Br-].[CH3:34][C:35]1[CH:42]=[CH:41][C:38]([CH2:39][Zn+])=[CH:37][CH:36]=1.[Cl-].[NH4+]. (4) Given the product [C:1]([O:5][C:6](=[O:22])[NH:7][C:8]([CH2:20][NH2:21])([C:12]1[CH:17]=[CH:16][CH:15]=[CH:14][C:13]=1[F:19])[CH:9]([F:11])[F:10])([CH3:4])([CH3:2])[CH3:3], predict the reactants needed to synthesize it. The reactants are: [C:1]([O:5][C:6](=[O:22])[NH:7][C:8]([CH2:20][NH2:21])([C:12]1[CH:17]=[C:16](Br)[CH:15]=[CH:14][C:13]=1[F:19])[CH:9]([F:11])[F:10])([CH3:4])([CH3:3])[CH3:2].CC([O-])=O.[Na+].[Br-].C([O-])([O-])=O.[Na+].[Na+]. (5) Given the product [CH3:17][O:16][CH:3]([O:2][CH3:1])[C:4]1[C:13]([CH2:14][OH:15])=[CH:12][C:11]2[CH2:10][CH2:9][CH2:8][NH:7][C:6]=2[N:5]=1, predict the reactants needed to synthesize it. The reactants are: [CH3:1][O:2][CH:3]([O:16][CH3:17])[C:4]1[C:13]([CH:14]=[O:15])=[CH:12][C:11]2[CH2:10][CH2:9][CH2:8][NH:7][C:6]=2[N:5]=1.[BH4-].[Na+]. (6) Given the product [CH3:32][O:31][C:27]1[CH:26]=[C:25]([CH:30]=[CH:29][CH:28]=1)[CH2:24][NH:23][C:21]([C:16]1[NH:17][C:18](=[O:20])[C:19]2[C:11]([CH2:10][O:9][CH2:8][C@H:5]3[CH2:4][CH2:3][C@H:2]([NH:1][S:43]([CH3:42])(=[O:45])=[O:44])[CH2:7][CH2:6]3)=[CH:12][S:13][C:14]=2[N:15]=1)=[O:22], predict the reactants needed to synthesize it. The reactants are: [NH2:1][C@H:2]1[CH2:7][CH2:6][C@H:5]([CH2:8][O:9][CH2:10][C:11]2[C:19]3[C:18](=[O:20])[NH:17][C:16]([C:21]([NH:23][CH2:24][C:25]4[CH:30]=[CH:29][CH:28]=[C:27]([O:31][CH3:32])[CH:26]=4)=[O:22])=[N:15][C:14]=3[S:13][CH:12]=2)[CH2:4][CH2:3]1.C(N(CC)C(C)C)(C)C.[CH3:42][S:43](Cl)(=[O:45])=[O:44]. (7) Given the product [CH:1]([NH:4][CH2:5][C:6]1[CH:12]=[CH:11][CH:10]=[CH:9][C:7]=1[OH:8])([CH3:3])[CH3:2], predict the reactants needed to synthesize it. The reactants are: [CH:1]([NH2:4])([CH3:3])[CH3:2].[CH:5](=O)[C:6]1[C:7](=[CH:9][CH:10]=[CH:11][CH:12]=1)[OH:8].CC(O)=O.C(O[BH-](OC(=O)C)OC(=O)C)(=O)C.[Na+].